From a dataset of NCI-60 drug combinations with 297,098 pairs across 59 cell lines. Regression. Given two drug SMILES strings and cell line genomic features, predict the synergy score measuring deviation from expected non-interaction effect. (1) Cell line: SF-295. Drug 1: C1=CC(=C2C(=C1NCCNCCO)C(=O)C3=C(C=CC(=C3C2=O)O)O)NCCNCCO. Drug 2: C1CN(P(=O)(OC1)NCCCl)CCCl. Synergy scores: CSS=60.8, Synergy_ZIP=1.74, Synergy_Bliss=3.09, Synergy_Loewe=-59.4, Synergy_HSA=3.62. (2) Drug 1: CN1C(=O)N2C=NC(=C2N=N1)C(=O)N. Drug 2: CCCCCOC(=O)NC1=NC(=O)N(C=C1F)C2C(C(C(O2)C)O)O. Cell line: HCC-2998. Synergy scores: CSS=-8.49, Synergy_ZIP=2.95, Synergy_Bliss=1.77, Synergy_Loewe=-14.4, Synergy_HSA=-8.95. (3) Drug 1: CS(=O)(=O)CCNCC1=CC=C(O1)C2=CC3=C(C=C2)N=CN=C3NC4=CC(=C(C=C4)OCC5=CC(=CC=C5)F)Cl. Cell line: MDA-MB-435. Synergy scores: CSS=23.5, Synergy_ZIP=3.79, Synergy_Bliss=4.05, Synergy_Loewe=1.80, Synergy_HSA=2.24. Drug 2: CCCCC(=O)OCC(=O)C1(CC(C2=C(C1)C(=C3C(=C2O)C(=O)C4=C(C3=O)C=CC=C4OC)O)OC5CC(C(C(O5)C)O)NC(=O)C(F)(F)F)O. (4) Drug 1: C1C(C(OC1N2C=C(C(=O)NC2=O)F)CO)O. Drug 2: COC1=C2C(=CC3=C1OC=C3)C=CC(=O)O2. Cell line: HCT-15. Synergy scores: CSS=26.4, Synergy_ZIP=-7.85, Synergy_Bliss=4.00, Synergy_Loewe=-65.0, Synergy_HSA=0.682. (5) Drug 1: CC1=C2C(C(=O)C3(C(CC4C(C3C(C(C2(C)C)(CC1OC(=O)C(C(C5=CC=CC=C5)NC(=O)C6=CC=CC=C6)O)O)OC(=O)C7=CC=CC=C7)(CO4)OC(=O)C)O)C)OC(=O)C. Drug 2: C(CC(=O)O)C(=O)CN.Cl. Cell line: A498. Synergy scores: CSS=21.3, Synergy_ZIP=-4.80, Synergy_Bliss=0.0188, Synergy_Loewe=-8.24, Synergy_HSA=-0.412.